Dataset: Forward reaction prediction with 1.9M reactions from USPTO patents (1976-2016). Task: Predict the product of the given reaction. (1) Given the reactants [OH-].[Na+].C[O:4][C:5]([C:7]1[S:8][C:9]([C:45]#[C:46][C:47]([CH3:50])([CH3:49])[CH3:48])=[CH:10][C:11]=1[N:12]([C:36]([CH:38]1[CH2:43][CH2:42][CH:41]([CH3:44])[CH2:40][CH2:39]1)=[O:37])[CH:13]1[CH2:18][CH2:17][C:16]([O:26][C:27]([CH:29]2[CH2:34][CH2:33][CH:32]([CH3:35])[CH2:31][CH2:30]2)=[O:28])([CH2:19][O:20][CH:21]2[CH2:25][CH2:24][O:23][CH2:22]2)[CH2:15][CH2:14]1)=[O:6].C1COCC1.O, predict the reaction product. The product is: [CH3:49][C:47]([CH3:48])([CH3:50])[C:46]#[C:45][C:9]1[S:8][C:7]([C:5]([OH:6])=[O:4])=[C:11]([N:12]([C:36]([CH:38]2[CH2:39][CH2:40][CH:41]([CH3:44])[CH2:42][CH2:43]2)=[O:37])[CH:13]2[CH2:14][CH2:15][C:16]([O:26][C:27]([CH:29]3[CH2:34][CH2:33][CH:32]([CH3:35])[CH2:31][CH2:30]3)=[O:28])([CH2:19][O:20][CH:21]3[CH2:25][CH2:24][O:23][CH2:22]3)[CH2:17][CH2:18]2)[CH:10]=1. (2) Given the reactants N#N.[Si:3]([O:10][CH2:11][C:12]1[N:13]=[C:14]([CH:17]=[O:18])[O:15][CH:16]=1)([C:6]([CH3:9])([CH3:8])[CH3:7])([CH3:5])[CH3:4].[CH3:19][Al](C)C.[NH4+].[Cl-], predict the reaction product. The product is: [Si:3]([O:10][CH2:11][C:12]1[N:13]=[C:14]([CH:17]([OH:18])[CH3:19])[O:15][CH:16]=1)([C:6]([CH3:9])([CH3:7])[CH3:8])([CH3:5])[CH3:4]. (3) Given the reactants [CH3:1][C:2]1[N:7]=[C:6]([C:8]#[N:9])[CH:5]=[CH:4][CH:3]=1.[NH2:10][OH:11], predict the reaction product. The product is: [OH:11][N:10]=[C:8]([NH2:9])[C:6]1[CH:5]=[CH:4][CH:3]=[C:2]([CH3:1])[N:7]=1. (4) Given the reactants N1C=CC=CC=1.[C:7]1([CH3:17])[CH:12]=[CH:11][C:10]([S:13](Cl)(=[O:15])=[O:14])=[CH:9][CH:8]=1.[O:18]1[CH2:23][CH2:22][CH:21]([OH:24])[CH2:20][CH2:19]1, predict the reaction product. The product is: [CH3:17][C:7]1[CH:12]=[CH:11][C:10]([S:13]([O:24][CH:21]2[CH2:22][CH2:23][O:18][CH2:19][CH2:20]2)(=[O:15])=[O:14])=[CH:9][CH:8]=1. (5) Given the reactants [CH2:1]([C:3]1[C:4]([OH:27])=[C:5]([C:23]([O:25]C)=[O:24])[C:6](=[O:22])[NH:7][C:8]=1[C:9]1[CH:14]=[CH:13][C:12]([CH:15]2[CH2:20][CH2:19][N:18]([CH3:21])[CH2:17][CH2:16]2)=[CH:11][CH:10]=1)[CH3:2].[I-].[Li+], predict the reaction product. The product is: [CH2:1]([C:3]1[C:4]([OH:27])=[C:5]([C:23]([OH:25])=[O:24])[C:6](=[O:22])[NH:7][C:8]=1[C:9]1[CH:10]=[CH:11][C:12]([CH:15]2[CH2:20][CH2:19][N:18]([CH3:21])[CH2:17][CH2:16]2)=[CH:13][CH:14]=1)[CH3:2].